This data is from Peptide-MHC class I binding affinity with 185,985 pairs from IEDB/IMGT. The task is: Regression. Given a peptide amino acid sequence and an MHC pseudo amino acid sequence, predict their binding affinity value. This is MHC class I binding data. (1) The MHC is H-2-Kb with pseudo-sequence H-2-Kb. The peptide sequence is IFQNFVQC. The binding affinity (normalized) is 0.575. (2) The peptide sequence is NHINVELST. The MHC is Mamu-A07 with pseudo-sequence Mamu-A07. The binding affinity (normalized) is 0.330. (3) The peptide sequence is LVDKEDTDIV. The MHC is HLA-A02:01 with pseudo-sequence HLA-A02:01. The binding affinity (normalized) is 0. (4) The peptide sequence is KLQPSDTLL. The MHC is HLA-B46:01 with pseudo-sequence HLA-B46:01. The binding affinity (normalized) is 0.0847. (5) The binding affinity (normalized) is 0.149. The MHC is HLA-A31:01 with pseudo-sequence HLA-A31:01. The peptide sequence is GTGSGVSSKK. (6) The peptide sequence is DVKVLAARL. The MHC is HLA-A02:06 with pseudo-sequence HLA-A02:06. The binding affinity (normalized) is 0.149.